This data is from NCI-60 drug combinations with 297,098 pairs across 59 cell lines. The task is: Regression. Given two drug SMILES strings and cell line genomic features, predict the synergy score measuring deviation from expected non-interaction effect. Drug 1: C1=CC(=C2C(=C1NCCNCCO)C(=O)C3=C(C=CC(=C3C2=O)O)O)NCCNCCO. Drug 2: COCCOC1=C(C=C2C(=C1)C(=NC=N2)NC3=CC=CC(=C3)C#C)OCCOC.Cl. Cell line: MALME-3M. Synergy scores: CSS=29.2, Synergy_ZIP=0.952, Synergy_Bliss=5.21, Synergy_Loewe=-5.13, Synergy_HSA=5.21.